This data is from HIV replication inhibition screening data with 41,000+ compounds from the AIDS Antiviral Screen. The task is: Binary Classification. Given a drug SMILES string, predict its activity (active/inactive) in a high-throughput screening assay against a specified biological target. The molecule is CCOC(=O)CCC1(C(=O)OCC)CCCC1=O. The result is 0 (inactive).